Dataset: Full USPTO retrosynthesis dataset with 1.9M reactions from patents (1976-2016). Task: Predict the reactants needed to synthesize the given product. (1) The reactants are: C(OC([N:8]1[CH2:32][CH2:31][C:12]2[C:13]3[C:14](O)([C:22]4[CH:27]=[CH:26][CH:25]=[CH:24][C:23]=4[O:28][CH3:29])[C:15]([F:21])([F:20])[CH2:16][C:17]=3[CH:18]=[CH:19][C:11]=2[CH2:10][CH2:9]1)=O)(C)(C)C.C([SiH](CC)CC)C.C(O)(C(F)(F)F)=O. Given the product [F:21][C:15]1([F:20])[CH:14]([C:22]2[CH:27]=[CH:26][CH:25]=[CH:24][C:23]=2[O:28][CH3:29])[C:13]2[C:12]3[CH2:31][CH2:32][NH:8][CH2:9][CH2:10][C:11]=3[CH:19]=[CH:18][C:17]=2[CH2:16]1, predict the reactants needed to synthesize it. (2) Given the product [F:12][C:13]1[CH:18]=[CH:17][CH:16]=[CH:15][C:14]=1[N:19]1[C:3]([OH:4])=[CH:2][C:1]([C:7]([O:9][CH3:10])=[O:8])=[N:20]1, predict the reactants needed to synthesize it. The reactants are: [C:1]([C:7]([O:9][CH3:10])=[O:8])#[C:2][C:3](OC)=[O:4].Cl.[F:12][C:13]1[CH:18]=[CH:17][CH:16]=[CH:15][C:14]=1[NH:19][NH2:20].C(N(CC)CC)C. (3) Given the product [C:1]([O:2][CH2:3][CH2:4][CH2:5][CH2:17][CH2:16][CH2:15][CH2:19][CH2:20][CH3:21])(=[O:30])[C:8]([CH3:7])=[CH2:9], predict the reactants needed to synthesize it. The reactants are: [CH3:1][O:2][CH2:3][CH:4](O)[CH3:5].[C:7](N)(=O)[CH:8]=[CH2:9].C(N[C:15](=O)[CH:16]=[CH2:17])O.[C:19](OCCO)(=O)[CH:20]=[CH2:21].C(O)(=[O:30])C=C. (4) Given the product [CH3:21][O:22][C:23](=[O:30])[C@H:24]([CH2:26][CH2:27][S:28][CH3:29])[NH:25][C:17](=[O:19])[C@@H:12]([C@@H:13]([CH2:15][CH3:16])[CH3:14])[NH:11][S:8]([CH2:1][C:2]1[CH:3]=[CH:4][CH:5]=[CH:6][CH:7]=1)(=[O:9])=[O:10], predict the reactants needed to synthesize it. The reactants are: [CH2:1]([S:8]([NH:11][C@@H:12]([C:17]([OH:19])=O)[C@@H:13]([CH2:15][CH3:16])[CH3:14])(=[O:10])=[O:9])[C:2]1[CH:7]=[CH:6][CH:5]=[CH:4][CH:3]=1.Cl.[CH3:21][O:22][C:23](=[O:30])[C@H:24]([CH2:26][CH2:27][S:28][CH3:29])[NH2:25].C1C=CC2N(O)N=NC=2C=1.CCN=C=NCCCN(C)C.Cl.CN1CCOCC1. (5) Given the product [Cl:1][C:2]1[CH:3]=[CH:4][C:5]([C:8]2[CH:9]=[C:10]([CH2:19][O:20][C:21]3[CH:22]=[CH:23][C:24]([CH2:27][CH:28]([CH3:34])[C:29]([OH:31])=[O:30])=[CH:25][CH:26]=3)[C:11]3[O:15][C:14]([CH3:17])([CH3:16])[CH2:13][C:12]=3[CH:18]=2)=[CH:6][CH:7]=1, predict the reactants needed to synthesize it. The reactants are: [Cl:1][C:2]1[CH:7]=[CH:6][C:5]([C:8]2[CH:9]=[C:10]([CH2:19][O:20][C:21]3[CH:26]=[CH:25][C:24]([CH2:27][CH:28]([CH3:34])[C:29]([O:31]CC)=[O:30])=[CH:23][CH:22]=3)[C:11]3[O:15][C:14]([CH3:17])([CH3:16])[CH2:13][C:12]=3[CH:18]=2)=[CH:4][CH:3]=1.CO.[OH-].[Li+].Cl. (6) Given the product [CH3:1][N:2]([C@@H:10]1[CH2:15][C@@H:14]([CH3:16])[CH2:13][NH:12][CH2:11]1)[C:3](=[O:9])[O:4][C:5]([CH3:8])([CH3:6])[CH3:7], predict the reactants needed to synthesize it. The reactants are: [CH3:1][N:2]([C@@H:10]1[CH2:15][C@@H:14]([CH3:16])[CH2:13][N:12](CC2C=CC=CC=2)[CH2:11]1)[C:3](=[O:9])[O:4][C:5]([CH3:8])([CH3:7])[CH3:6]. (7) Given the product [CH2:34]([NH:42][C:21]([C:17]1[CH:16]=[C:15]([C:12]2[CH:11]=[CH:10][C:9]([CH:8]=[C:4]3[S:3][C:2](=[O:1])[NH:6][C:5]3=[O:7])=[CH:14][CH:13]=2)[CH:20]=[CH:19][CH:18]=1)=[O:23])[CH2:35][CH2:36][CH2:37][CH2:38][CH2:39][CH2:40][CH3:41], predict the reactants needed to synthesize it. The reactants are: [O:1]=[C:2]1[NH:6][C:5](=[O:7])[C:4](=[CH:8][C:9]2[CH:14]=[CH:13][C:12]([C:15]3[CH:20]=[CH:19][CH:18]=[C:17]([C:21]([OH:23])=O)[CH:16]=3)=[CH:11][CH:10]=2)[S:3]1.ON1C2C=CC=CC=2N=N1.[CH2:34]([NH2:42])[CH2:35][CH2:36][CH2:37][CH2:38][CH2:39][CH2:40][CH3:41].Cl.CN(C)CCCN=C=NCC. (8) Given the product [Br:8][C:6]1[CH:5]=[C:4]([C:9]([F:12])([F:10])[F:11])[C:3]2[N:13]([CH2:19][C:20]3[CH:25]=[CH:24][CH:23]=[C:22]([C:26]([F:28])([F:29])[F:27])[CH:21]=3)[C:14](=[O:15])[NH:1][C:2]=2[CH:7]=1, predict the reactants needed to synthesize it. The reactants are: [NH2:1][C:2]1[CH:7]=[C:6]([Br:8])[CH:5]=[C:4]([C:9]([F:12])([F:11])[F:10])[C:3]=1[N:13]([CH2:19][C:20]1[CH:25]=[CH:24][CH:23]=[C:22]([C:26]([F:29])([F:28])[F:27])[CH:21]=1)[C:14](=O)[O:15]CC.[H-].[Na+].Cl.